Task: Predict the reaction yield, written as a fraction of the theoretical maximum amount of product (1.0 means a 100% yield; for example, 0.34 means a 34% yield).. Dataset: Reaction yield outcomes from USPTO patents with 853,638 reactions (1) The reactants are Br[C:2]1[N:6]([CH3:7])[CH:5]=[N:4][C:3]=1[C:8]1[CH:13]=[C:12]([C:14]#[N:15])[CH:11]=[CH:10][N:9]=1.B(O)(O)[C:17]1[CH:18]=[CH:19][C:20]([CH3:23])=[CH:21][CH:22]=1. No catalyst specified. The product is [CH3:7][N:6]1[C:2]([C:17]2[CH:22]=[CH:21][C:20]([CH3:23])=[CH:19][CH:18]=2)=[C:3]([C:8]2[CH:13]=[C:12]([C:14]#[N:15])[CH:11]=[CH:10][N:9]=2)[N:4]=[CH:5]1. The yield is 0.540. (2) The reactants are [Cl:1][C:2]1[CH:7]=[CH:6][C:5]([C@@H:8]([NH:12][C:13]([C:15]2([NH:30]C(=O)OC(C)(C)C)[CH2:20][CH2:19][N:18]([C:21]3[C:22]4[CH:29]=[CH:28][NH:27][C:23]=4[N:24]=[CH:25][N:26]=3)[CH2:17][CH2:16]2)=[O:14])[CH2:9][CH2:10][OH:11])=[CH:4][CH:3]=1.Cl. The catalyst is O1CCOCC1. The product is [NH2:30][C:15]1([C:13]([NH:12][C@H:8]([C:5]2[CH:4]=[CH:3][C:2]([Cl:1])=[CH:7][CH:6]=2)[CH2:9][CH2:10][OH:11])=[O:14])[CH2:16][CH2:17][N:18]([C:21]2[C:22]3[CH:29]=[CH:28][NH:27][C:23]=3[N:24]=[CH:25][N:26]=2)[CH2:19][CH2:20]1. The yield is 0.253. (3) The reactants are C([Li])CCC.CCCCCC.Br[C:13]1[CH:18]=[CH:17][CH:16]=[CH:15][C:14]=1[F:19].[F:20][CH2:21][C@@H:22]([O:25][CH2:26][C:27](N(OC)C)=[O:28])[CH:23]=[CH2:24].[NH4+].[Cl-]. The catalyst is C1COCC1.CCOC(C)=O. The product is [F:20][CH2:21][C@@H:22]([O:25][CH2:26][C:27]([C:13]1[CH:18]=[CH:17][CH:16]=[CH:15][C:14]=1[F:19])=[O:28])[CH:23]=[CH2:24]. The yield is 0.800. (4) The reactants are [OH:1][C:2]1[CH:9]=[CH:8][C:7]([F:10])=[CH:6][C:3]=1[CH:4]=[O:5].C([O-])([O-])=O.[K+].[K+].[CH2:17]([O:19][CH:20]([O:23][CH2:24][CH3:25])[CH2:21]Br)[CH3:18]. The catalyst is CN(C=O)C. The product is [CH2:17]([O:19][CH:20]([O:23][CH2:24][CH3:25])[CH2:21][O:1][C:2]1[CH:9]=[CH:8][C:7]([F:10])=[CH:6][C:3]=1[CH:4]=[O:5])[CH3:18]. The yield is 0.330. (5) The reactants are Br[C:2]1[CH:3]=[C:4]([CH:9]=[CH:10][C:11]=1[OH:12])[C:5]([O:7][CH3:8])=[O:6].C(N(CC)CC)C.[CH:20]([O:22]CCCC)=[CH2:21].Cl. The yield is 0.820. The product is [C:20]([C:2]1[CH:3]=[C:4]([CH:9]=[CH:10][C:11]=1[OH:12])[C:5]([O:7][CH3:8])=[O:6])(=[O:22])[CH3:21]. The catalyst is C(O)C.C(OCC)C.C1(P(C2C=CC=CC=2)[C-]2C=CC=C2)C=CC=CC=1.[C-]1(P(C2C=CC=CC=2)C2C=CC=CC=2)C=CC=C1.[Fe+2].C(O[Pd]OC(=O)C)(=O)C.C(Cl)Cl. (6) The catalyst is CC(N(C)C)=O. The product is [CH:26]([O:25][C:20]1[CH:19]=[CH:18][C:17]([C:15]2[S:16][C:12]([C:7]3[CH:8]=[CH:9][CH:10]=[C:11]4[C:6]=3[CH2:5][CH2:4][C@@H:3]4[NH:2][CH2:43][CH2:42][S:39]([CH3:38])(=[O:41])=[O:40])=[N:13][N:14]=2)=[CH:24][C:21]=1[C:22]#[N:23])([CH3:28])[CH3:27]. The reactants are Cl.[NH2:2][C@@H:3]1[C:11]2[C:6](=[C:7]([C:12]3[S:16][C:15]([C:17]4[CH:18]=[CH:19][C:20]([O:25][CH:26]([CH3:28])[CH3:27])=[C:21]([CH:24]=4)[C:22]#[N:23])=[N:14][N:13]=3)[CH:8]=[CH:9][CH:10]=2)[CH2:5][CH2:4]1.CCN(C(C)C)C(C)C.[CH3:38][S:39]([CH:42]=[CH2:43])(=[O:41])=[O:40]. The yield is 0.310.